From a dataset of Full USPTO retrosynthesis dataset with 1.9M reactions from patents (1976-2016). Predict the reactants needed to synthesize the given product. (1) Given the product [CH2:27]([N:7]1[C:8]2[CH:9]=[CH:10][C:2]([F:1])=[CH:3][C:4]=2[C:5]2[N:13]([CH:14]3[CH2:19][CH2:18][CH2:17][CH2:16][O:15]3)[N:12]=[CH:11][C:6]1=2)[C:28]1[CH:33]=[CH:32][CH:31]=[CH:30][CH:29]=1, predict the reactants needed to synthesize it. The reactants are: [F:1][C:2]1[CH:10]=[CH:9][C:8]2[NH:7][C:6]3[CH:11]=[N:12][N:13]([CH:14]4[CH2:19][CH2:18][CH2:17][CH2:16][O:15]4)[C:5]=3[C:4]=2[CH:3]=1.[OH-].[K+].CC(C)=O.Br[CH2:27][C:28]1[CH:33]=[CH:32][CH:31]=[CH:30][CH:29]=1. (2) Given the product [I:3][C:4]1[CH:5]=[C:6]2[C:10](=[CH:11][CH:12]=1)[N:9]([CH2:19][CH2:20][CH2:21][CH2:22][CH2:23][CH2:24][CH3:25])[C:8](=[O:13])[C:7]2([O:16][CH3:17])[O:14][CH3:15], predict the reactants needed to synthesize it. The reactants are: [H-].[Na+].[I:3][C:4]1[CH:5]=[C:6]2[C:10](=[CH:11][CH:12]=1)[NH:9][C:8](=[O:13])[C:7]2([O:16][CH3:17])[O:14][CH3:15].Br[CH2:19][CH2:20][CH2:21][CH2:22][CH2:23][CH2:24][CH3:25]. (3) Given the product [ClH:29].[ClH:29].[NH2:7][C@H:8]([C:22]1[CH:27]=[CH:26][CH:25]=[CH:24][CH:23]=1)[C:9]([NH:11][C:12]1[CH:13]=[C:14]2[C:19](=[CH:20][CH:21]=1)[CH:18]=[N:17][CH:16]=[CH:15]2)=[O:10], predict the reactants needed to synthesize it. The reactants are: C(OC(=O)[NH:7][C@H:8]([C:22]1[CH:27]=[CH:26][CH:25]=[CH:24][CH:23]=1)[C:9]([NH:11][C:12]1[CH:13]=[C:14]2[C:19](=[CH:20][CH:21]=1)[CH:18]=[N:17][CH:16]=[CH:15]2)=[O:10])(C)(C)C.[ClH:29]. (4) Given the product [CH2:13]([Si:12]([CH2:2][CH3:4])([CH2:15][CH3:16])[C:8]1[S:7][C:11]([Si:12]([CH2:17][CH3:18])([CH2:15][CH3:16])[CH2:13][CH3:14])=[CH:10][CH:9]=1)[CH3:14], predict the reactants needed to synthesize it. The reactants are: C[C:2]([O-])([CH3:4])C.[K+].[S:7]1[CH:11]=[CH:10][CH:9]=[CH:8]1.[SiH:12]([CH2:17][CH3:18])([CH2:15][CH3:16])[CH2:13][CH3:14]. (5) The reactants are: C([O:3][C:4]([C:6]1([NH:15][C:16]([C:18]2[C:19]3[CH:20]=[CH:21][NH:22][C:23]=3[CH:24]=[CH:25][CH:26]=2)=[O:17])[CH2:14][C:13]2[C:8](=[CH:9][CH:10]=[CH:11][CH:12]=2)[CH2:7]1)=[O:5])C.[OH-].[K+].O. Given the product [NH:22]1[C:23]2[CH:24]=[CH:25][CH:26]=[C:18]([C:16]([NH:15][C:6]3([C:4]([OH:5])=[O:3])[CH2:7][C:8]4[C:13](=[CH:12][CH:11]=[CH:10][CH:9]=4)[CH2:14]3)=[O:17])[C:19]=2[CH:20]=[CH:21]1, predict the reactants needed to synthesize it.